This data is from Full USPTO retrosynthesis dataset with 1.9M reactions from patents (1976-2016). The task is: Predict the reactants needed to synthesize the given product. Given the product [CH2:1]([O:8][C:9](=[O:15])[CH:10]([OH:14])[CH:11]([CH3:13])[CH3:12])[C:2]1[CH:7]=[CH:6][CH:5]=[CH:4][CH:3]=1, predict the reactants needed to synthesize it. The reactants are: [CH2:1]([O:8][C:9](=[O:15])[C:10](=[O:14])[CH:11]([CH3:13])[CH3:12])[C:2]1[CH:7]=[CH:6][CH:5]=[CH:4][CH:3]=1.C(O[BH-](OC(=O)C)OC(=O)C)(=O)C.[Na+].